From a dataset of Full USPTO retrosynthesis dataset with 1.9M reactions from patents (1976-2016). Predict the reactants needed to synthesize the given product. (1) Given the product [CH2:3]([N:7]1[CH2:12][CH2:11][NH:10][CH2:9][CH2:8]1)[CH2:4][C:5]#[CH:6], predict the reactants needed to synthesize it. The reactants are: Cl.Cl.[CH2:3]([N:7]1[CH2:12][CH2:11][NH:10][CH2:9][CH2:8]1)[CH2:4][C:5]#[CH:6]. (2) Given the product [CH:1]([C@@H:3]1[CH2:20][C:19]2[C@H:14]([CH2:15][CH2:16]/[C:17](=[N:24]\[OH:25])/[CH:18]=2)[C@@H:13]2[C@@H:4]1[C@H:5]1[C@@:9]([CH2:11][CH2:12]2)([CH3:10])[C@@H:8]([OH:22])[CH2:7][CH2:6]1)=[CH2:2].[CH:1]([C@@H:3]1[CH2:20][C:19]2[C@H:14]([CH2:15][CH2:16]/[C:17](=[N:24]/[OH:25])/[CH:18]=2)[C@@H:13]2[C@@H:4]1[C@H:5]1[C@@:9]([CH2:11][CH2:12]2)([CH3:10])[C@@H:8]([OH:22])[CH2:7][CH2:6]1)=[CH2:2], predict the reactants needed to synthesize it. The reactants are: [CH:1]([C@@H:3]1[CH2:20][C:19]2[C@H:14]([CH2:15][CH2:16][C:17](=O)[CH:18]=2)[C@@H:13]2[C@@H:4]1[C@H:5]1[C@@:9]([CH2:11][CH2:12]2)([CH3:10])[C@@H:8]([OH:22])[CH2:7][CH2:6]1)=[CH2:2].Cl.[NH2:24][OH:25].O. (3) Given the product [Cl:1][C:2]1[CH:3]=[CH:4][C:5]([CH:8]([C:20]2[CH:25]=[CH:24][C:23]([CH3:26])=[CH:22][C:21]=2[CH3:27])[NH:9][C:10](=[O:19])[CH2:11][C:12]2[CH:17]=[CH:16][C:15]([O:18][CH2:35][C:36]3[C:37]([CH2:42][CH3:43])=[N:38][O:39][C:40]=3[CH3:41])=[CH:14][CH:13]=2)=[CH:6][CH:7]=1, predict the reactants needed to synthesize it. The reactants are: [Cl:1][C:2]1[CH:7]=[CH:6][C:5]([CH:8]([C:20]2[CH:25]=[CH:24][C:23]([CH3:26])=[CH:22][C:21]=2[CH3:27])[NH:9][C:10](=[O:19])[CH2:11][C:12]2[CH:17]=[CH:16][C:15]([OH:18])=[CH:14][CH:13]=2)=[CH:4][CH:3]=1.C(=O)([O-])[O-].[Cs+].[Cs+].Cl[CH2:35][C:36]1[C:37]([CH2:42][CH3:43])=[N:38][O:39][C:40]=1[CH3:41].O. (4) The reactants are: [O:1]=[C:2]1[NH:6][C:5](=[O:7])[CH:4]([CH2:8][C:9]2[CH:14]=[CH:13][C:12]([S:15]([NH:18][C:19]3[CH:24]=[CH:23][C:22]([N:25]4[CH2:30][CH2:29][C:28](=O)[CH2:27][CH2:26]4)=[CH:21][CH:20]=3)(=[O:17])=[O:16])=[CH:11][CH:10]=2)[S:3]1.[NH2:32][CH2:33][CH:34]([C:36]1[CH:37]=[CH:38][C:39]([OH:47])=[C:40]([NH:42][S:43]([CH3:46])(=[O:45])=[O:44])[CH:41]=1)[OH:35]. Given the product [O:1]=[C:2]1[NH:6][C:5](=[O:7])[CH:4]([CH2:8][C:9]2[CH:14]=[CH:13][C:12]([S:15]([NH:18][C:19]3[CH:20]=[CH:21][C:22]([N:25]4[CH2:30][CH2:29][CH:28]([NH:32][CH2:33][CH:34]([OH:35])[C:36]5[CH:37]=[CH:38][C:39]([OH:47])=[C:40]([NH:42][S:43]([CH3:46])(=[O:45])=[O:44])[CH:41]=5)[CH2:27][CH2:26]4)=[CH:23][CH:24]=3)(=[O:16])=[O:17])=[CH:11][CH:10]=2)[S:3]1, predict the reactants needed to synthesize it. (5) Given the product [Cl:1][C:2]1[CH:3]=[N+:4]([O-:27])[CH:5]=[C:6]([Cl:26])[C:7]=1[CH2:8][CH:9]([C:11]1[CH:16]=[CH:15][C:14]([O:17][CH:18]([F:20])[F:19])=[C:13]([O:21][CH2:22][CH:23]2[CH2:25][CH2:24]2)[CH:12]=1)[O:10][C:60](=[O:61])[CH2:59][N:53]1[C:52](=[O:63])[C:51]2[C:55](=[CH:56][CH:57]=[C:49]([CH2:48][N:43]([CH2:42][CH2:41][N:38]3[CH2:39][CH2:40][O:35][CH2:36][CH2:37]3)[S:44]([CH3:47])(=[O:46])=[O:45])[CH:50]=2)[C:54]1=[O:58], predict the reactants needed to synthesize it. The reactants are: [Cl:1][C:2]1[CH:3]=[N+:4]([O-:27])[CH:5]=[C:6]([Cl:26])[C:7]=1[CH2:8][C@@H:9]([C:11]1[CH:16]=[CH:15][C:14]([O:17][CH:18]([F:20])[F:19])=[C:13]([O:21][CH2:22][CH:23]2[CH2:25][CH2:24]2)[CH:12]=1)[OH:10].FC(F)(F)C(O)=O.[O:35]1[CH2:40][CH2:39][N:38]([CH2:41][CH2:42][N:43]([CH2:48][C:49]2[CH:50]=[C:51]3[C:55](=[CH:56][CH:57]=2)[C:54](=[O:58])[N:53]([CH2:59][C:60](O)=[O:61])[C:52]3=[O:63])[S:44]([CH3:47])(=[O:46])=[O:45])[CH2:37][CH2:36]1.C(Cl)CCl. (6) The reactants are: [F:1][C:2]([F:14])([F:13])[C:3]1[CH:12]=[N:11][C:6]2[O:7][CH2:8][CH2:9][NH:10][C:5]=2[CH:4]=1.[Br:15][C:16]1[CH:17]=[C:18]([CH:22]=[C:23]([Br:27])[C:24]=1[O:25][CH3:26])[C:19](Cl)=[O:20].C(N(CC)CC)C.O. Given the product [Br:15][C:16]1[CH:17]=[C:18]([C:19]([N:10]2[CH2:9][CH2:8][O:7][C:6]3[N:11]=[CH:12][C:3]([C:2]([F:13])([F:1])[F:14])=[CH:4][C:5]2=3)=[O:20])[CH:22]=[C:23]([Br:27])[C:24]=1[O:25][CH3:26], predict the reactants needed to synthesize it. (7) The reactants are: [O:1]1[C:5]2[CH:6]=[CH:7][CH:8]=[CH:9][C:4]=2[N:3]=[C:2]1[C:10]1[CH:17]=[CH:16][C:13]([CH:14]=[O:15])=[CH:12][CH:11]=1.[OH:18][CH2:19][C:20]([CH2:22][OH:23])=[O:21]. Given the product [O:1]1[C:5]2[CH:6]=[CH:7][CH:8]=[CH:9][C:4]=2[N:3]=[C:2]1[C:10]1[CH:17]=[CH:16][C:13]([CH:14]([OH:15])[CH:19]([OH:18])[C:20](=[O:21])[CH2:22][OH:23])=[CH:12][CH:11]=1, predict the reactants needed to synthesize it.